Regression/Classification. Given a drug SMILES string, predict its absorption, distribution, metabolism, or excretion properties. Task type varies by dataset: regression for continuous measurements (e.g., permeability, clearance, half-life) or binary classification for categorical outcomes (e.g., BBB penetration, CYP inhibition). Dataset: b3db_classification. From a dataset of Blood-brain barrier permeability classification from the B3DB database. The result is 1 (penetrates BBB). The compound is C[C@H]1CC(=O)NN=C1c1ccc(NN=C(C#N)C#N)cc1.